From a dataset of Retrosynthesis with 50K atom-mapped reactions and 10 reaction types from USPTO. Predict the reactants needed to synthesize the given product. (1) Given the product CC(C)(C)c1ncc(NC(=O)Nc2cccc(Oc3ccccc3)c2)c(-c2ccccc2)n1, predict the reactants needed to synthesize it. The reactants are: CC(C)(C)c1ncc(N)c(-c2ccccc2)n1.O=C=Nc1cccc(Oc2ccccc2)c1. (2) Given the product CN(C)CCCOc1cc(N)c([N+](=O)[O-])cc1F, predict the reactants needed to synthesize it. The reactants are: CN(C)CCCO.Nc1cc(F)c(F)cc1[N+](=O)[O-]. (3) Given the product ClCCn1cc(Br)cn1, predict the reactants needed to synthesize it. The reactants are: Brc1cn[nH]c1.ClCCBr.